This data is from CYP2D6 inhibition data for predicting drug metabolism from PubChem BioAssay. The task is: Regression/Classification. Given a drug SMILES string, predict its absorption, distribution, metabolism, or excretion properties. Task type varies by dataset: regression for continuous measurements (e.g., permeability, clearance, half-life) or binary classification for categorical outcomes (e.g., BBB penetration, CYP inhibition). Dataset: cyp2d6_veith. (1) The drug is CCOC(=O)Cn1c(C(F)(F)F)nc2nc(Cl)c(Cl)nc21. The result is 0 (non-inhibitor). (2) The molecule is COc1ccc(CNc2ncncc2-c2cccnc2)c(OC)c1. The result is 1 (inhibitor).